This data is from Reaction yield outcomes from USPTO patents with 853,638 reactions. The task is: Predict the reaction yield, written as a fraction of the theoretical maximum amount of product (1.0 means a 100% yield; for example, 0.34 means a 34% yield). (1) The reactants are C(=O)([O-])[O-].[K+].[K+].CN(C=O)C.[Cl:12][C:13]1[CH:14]=[CH:15][C:16]([NH:23][C:24](=[O:27])[CH2:25]Cl)=[C:17]([CH:22]=1)[C:18]([O:20][CH3:21])=[O:19].[C:28]([C:32]1[CH:33]=[C:34]([OH:38])[CH:35]=[CH:36][CH:37]=1)([CH3:31])([CH3:30])[CH3:29]. The catalyst is C(OCC)(=O)C.O. The product is [C:28]([C:32]1[CH:33]=[C:34]([CH:35]=[CH:36][CH:37]=1)[O:38][CH2:25][C:24]([NH:23][C:16]1[CH:15]=[CH:14][C:13]([Cl:12])=[CH:22][C:17]=1[C:18]([O:20][CH3:21])=[O:19])=[O:27])([CH3:31])([CH3:29])[CH3:30]. The yield is 0.300. (2) The reactants are [C:1]([O:4][CH:5]([CH2:17][CH2:18][S:19][CH3:20])[C:6]([NH:8][CH2:9][CH2:10][CH2:11][CH2:12][CH2:13][CH2:14][CH2:15][CH3:16])=[O:7])(=[O:3])[CH3:2].C1C=C(Cl)C=C(C(OO)=[O:29])C=1. The catalyst is ClCCl. The product is [C:1]([O:4][CH:5]([CH2:17][CH2:18][S:19]([CH3:20])=[O:29])[C:6]([NH:8][CH2:9][CH2:10][CH2:11][CH2:12][CH2:13][CH2:14][CH2:15][CH3:16])=[O:7])(=[O:3])[CH3:2]. The yield is 1.00. (3) The reactants are [Br:1][C:2]1[CH:3]=[C:4]([CH:16]=[CH:17][C:18]=1[Cl:19])[C:5]([NH:7][C@@H:8]([C:10]1[CH:15]=[CH:14][CH:13]=[CH:12][CH:11]=1)[CH3:9])=O.B. No catalyst specified. The product is [Br:1][C:2]1[CH:3]=[C:4]([CH:16]=[CH:17][C:18]=1[Cl:19])[CH2:5][NH:7][C@@H:8]([C:10]1[CH:15]=[CH:14][CH:13]=[CH:12][CH:11]=1)[CH3:9]. The yield is 0.608. (4) The reactants are O[C:2]1([C:17]2[C:25]([OH:26])=[CH:24][C:20]3[O:21][CH2:22][O:23][C:19]=3[CH:18]=2)[C:10]2[C:5](=[N:6][CH:7]=[CH:8][CH:9]=2)[N:4]([CH2:11][CH2:12][CH2:13][CH2:14][CH3:15])[C:3]1=[O:16].C(N(C(C)C)CC)(C)C.S(Cl)(Cl)=O. The catalyst is ClCCl.[Zn]. The product is [OH:26][C:25]1[C:17]([CH:2]2[C:10]3[C:5](=[N:6][CH:7]=[CH:8][CH:9]=3)[N:4]([CH2:11][CH2:12][CH2:13][CH2:14][CH3:15])[C:3]2=[O:16])=[CH:18][C:19]2[O:23][CH2:22][O:21][C:20]=2[CH:24]=1. The yield is 0.760. (5) The reactants are [CH3:1][CH2:2][CH2:3][S:4]([NH:7][C:8]1[CH:9]=[CH:10][C:11]([F:33])=[C:12]([C:15]([C:17]2[C:21]3[CH:22]=[C:23]([C:26]4[CH:27]=[CH:28][C:29]([Cl:32])=[CH:30][CH:31]=4)[CH:24]=[N:25][C:20]=3[NH:19][CH:18]=2)=[O:16])[C:13]=1[F:14])(=[O:6])=[O:5].[OH-].[OH:35][CH2:36][CH2:37][N+:38]([CH3:41])([CH3:40])[CH3:39].CO.C(O)C. The yield is 0.330. The product is [CH3:1][CH2:2][CH2:3][S:4]([NH:7][C:8]1[CH:9]=[CH:10][C:11]([F:33])=[C:12]([C:15]([C:17]2[C:21]3[CH:22]=[C:23]([C:26]4[CH:27]=[CH:28][C:29]([Cl:32])=[CH:30][CH:31]=4)[CH:24]=[N:25][C:20]=3[NH:19][CH:18]=2)=[O:16])[C:13]=1[F:14])(=[O:6])=[O:5].[OH:35][CH2:36][CH2:37][N+:38]([CH3:41])([CH3:40])[CH3:39]. The catalyst is CC(C)=O.CCCCCC.